From a dataset of Reaction yield outcomes from USPTO patents with 853,638 reactions. Predict the reaction yield, written as a fraction of the theoretical maximum amount of product (1.0 means a 100% yield; for example, 0.34 means a 34% yield). (1) The reactants are C([O:4][C@@H:5]1[C@:9]([CH:18]=[CH2:19])([O:10][CH2:11][C:12]2[CH:17]=[CH:16][CH:15]=[CH:14][CH:13]=2)[C@@H:8]([CH2:20][O:21][CH2:22][C:23]2[CH:28]=[CH:27][CH:26]=[CH:25][CH:24]=2)[O:7][C@H:6]1[N:29]1[CH:37]=[C:35]([CH3:36])[C:33](=[O:34])[NH:32][C:30]1=[O:31])(=O)C.C[O-].[Na+].Cl. The catalyst is CO. The product is [CH2:11]([O:10][C@:9]1([CH:18]=[CH2:19])[C@@H:8]([CH2:20][O:21][CH2:22][C:23]2[CH:28]=[CH:27][CH:26]=[CH:25][CH:24]=2)[O:7][C@@H:6]([N:29]2[CH:37]=[C:35]([CH3:36])[C:33](=[O:34])[NH:32][C:30]2=[O:31])[C@@H:5]1[OH:4])[C:12]1[CH:13]=[CH:14][CH:15]=[CH:16][CH:17]=1. The yield is 0.970. (2) The reactants are [O:1]=[C:2]1[NH:6][C:5](=[O:7])[C:4](=[CH:8][C:9]2[CH:14]=[CH:13][C:12]([C:15]3[CH:16]=[C:17]([CH2:20][N:21]([CH3:30])[C:22](=[O:29])[C:23]4[CH:28]=[CH:27][CH:26]=[CH:25][CH:24]=4)[S:18][CH:19]=3)=[CH:11][CH:10]=2)[S:3]1. The catalyst is O1CCOCC1.[Pd]. The product is [O:1]=[C:2]1[NH:6][C:5](=[O:7])[CH:4]([CH2:8][C:9]2[CH:10]=[CH:11][C:12]([C:15]3[CH:16]=[C:17]([CH2:20][N:21]([CH3:30])[C:22](=[O:29])[C:23]4[CH:24]=[CH:25][CH:26]=[CH:27][CH:28]=4)[S:18][CH:19]=3)=[CH:13][CH:14]=2)[S:3]1. The yield is 0.750. (3) The product is [CH3:14][CH:12]([CH2:11][C@H:10]([NH:9][C:7]([CH2:6][NH:5][C:3]([CH2:2][NH2:1])=[O:4])=[O:8])[C:15]([OH:17])=[O:16])[CH3:13].[CH3:25][N:26]1[C@@H:43]2[CH2:44][C:31]3[CH:32]=[CH:33][C:34]([O:45][CH3:46])=[C:35]4[O:36][C@H:37]5[C:38]([CH2:40][CH2:41][C@@H:42]2[C@:29]5([C:30]=34)[CH2:28][CH2:27]1)=[O:39]. The reactants are [NH:1](C(OC(C)(C)C)=O)[CH2:2][C:3]([NH:5][CH2:6][C:7]([NH:9][C@H:10]([C:15]([OH:17])=[O:16])[CH2:11][CH:12]([CH3:14])[CH3:13])=[O:8])=[O:4].[CH3:25][N:26]1[C@@H:43]2[CH2:44][C:31]3[CH:32]=[CH:33][C:34]([O:45][CH3:46])=[C:35]4[O:36][C@H:37]5[C:38]([CH2:40][CH2:41][C@@H:42]2[C@:29]5([C:30]=34)[CH2:28][CH2:27]1)=[O:39].Cl. The catalyst is O1CCOCC1. The yield is 0.860. (4) The reactants are [N+:1]([C:4]1[CH:9]=[CH:8][C:7]([C:10]2[CH:11]=[C:12]3[C:17](=[CH:18][CH:19]=2)[CH:16]=[C:15]([OH:20])[CH:14]=[CH:13]3)=[CH:6][CH:5]=1)([O-:3])=[O:2].Cl[CH2:22][CH2:23][O:24][CH2:25][CH2:26][O:27][CH2:28][CH2:29][F:30].C(=O)([O-])[O-].[K+].[K+].CN(C=O)C. The catalyst is C(OCC)(=O)C.O. The product is [F:30][CH2:29][CH2:28][O:27][CH2:26][CH2:25][O:24][CH2:23][CH2:22][O:20][C:15]1[CH:14]=[CH:13][C:12]2[C:17](=[CH:18][CH:19]=[C:10]([C:7]3[CH:8]=[CH:9][C:4]([N+:1]([O-:3])=[O:2])=[CH:5][CH:6]=3)[CH:11]=2)[CH:16]=1. The yield is 0.890.